From a dataset of Full USPTO retrosynthesis dataset with 1.9M reactions from patents (1976-2016). Predict the reactants needed to synthesize the given product. (1) Given the product [O:27]1[C:23]2[CH:22]=[CH:21][C:20]([C:18](=[O:19])[CH2:17][CH2:16][C:15]([NH:14][C:4]3[CH:3]=[C:2]([C:69]4[CH:70]=[CH:71][C:72]([CH2:73][N:74]5[CH2:79][CH2:78][O:77][CH2:76][CH2:75]5)=[CH:80][CH:81]=4)[CH:7]=[C:6]([C:8]4[CH:13]=[CH:12][CH:11]=[CH:10][CH:9]=4)[N:5]=3)=[O:29])=[CH:28][C:24]=2[CH2:25][CH2:26]1, predict the reactants needed to synthesize it. The reactants are: Cl[C:2]1[CH:7]=[C:6]([C:8]2[CH:13]=[CH:12][CH:11]=[CH:10][CH:9]=2)[N:5]=[C:4]([NH:14][C:15](=[O:29])[CH2:16][CH2:17][C:18]([C:20]2[CH:21]=[CH:22][C:23]3[O:27][CH2:26][CH2:25][C:24]=3[CH:28]=2)=[O:19])[CH:3]=1.C1(C2C=CC=CC=2)C=CC=CC=1P(C1CCCCC1)C1CCCCC1.C(=O)([O-])[O-].[K+].[K+].CC1(C)C(C)(C)OB([C:69]2[CH:81]=[CH:80][C:72]([CH2:73][N:74]3[CH2:79][CH2:78][O:77][CH2:76][CH2:75]3)=[CH:71][CH:70]=2)O1. (2) Given the product [Cl:37][C:38]1[CH:43]=[C:42]([C:2]2[N:3]=[C:4]3[C:9](=[CH:10][CH:11]=2)[N:8]=[CH:7][C:6]([C:12](=[O:15])[CH2:13][CH3:14])=[C:5]3[NH:16][C:17]2[CH:18]=[CH:19][C:20]([N:23]3[CH2:28][CH2:27][CH2:26][C@H:25]([NH:29][C:30](=[O:36])[O:31][C:32]([CH3:34])([CH3:33])[CH3:35])[CH2:24]3)=[N:21][CH:22]=2)[CH:41]=[C:40]([F:53])[C:39]=1[OH:54], predict the reactants needed to synthesize it. The reactants are: Cl[C:2]1[N:3]=[C:4]2[C:9](=[CH:10][CH:11]=1)[N:8]=[CH:7][C:6]([C:12](=[O:15])[CH2:13][CH3:14])=[C:5]2[NH:16][C:17]1[CH:18]=[CH:19][C:20]([N:23]2[CH2:28][CH2:27][CH2:26][C@H:25]([NH:29][C:30](=[O:36])[O:31][C:32]([CH3:35])([CH3:34])[CH3:33])[CH2:24]2)=[N:21][CH:22]=1.[Cl:37][C:38]1[CH:43]=[C:42](B2OC(C)(C)C(C)(C)O2)[CH:41]=[C:40]([F:53])[C:39]=1[OH:54].